Dataset: Full USPTO retrosynthesis dataset with 1.9M reactions from patents (1976-2016). Task: Predict the reactants needed to synthesize the given product. (1) Given the product [Br:22][CH:23]([CH3:27])[C:24]([NH:1][C@H:2]1[CH2:3][CH2:4][C@@H:5]([NH:8][C:9]2[N:18]=[C:17]([N:19]([CH3:21])[CH3:20])[C:16]3[C:11](=[CH:12][CH:13]=[CH:14][CH:15]=3)[N:10]=2)[CH2:6][CH2:7]1)=[O:25], predict the reactants needed to synthesize it. The reactants are: [NH2:1][C@@H:2]1[CH2:7][CH2:6][C@H:5]([NH:8][C:9]2[N:18]=[C:17]([N:19]([CH3:21])[CH3:20])[C:16]3[C:11](=[CH:12][CH:13]=[CH:14][CH:15]=3)[N:10]=2)[CH2:4][CH2:3]1.[Br:22][CH:23]([CH3:27])[C:24](Br)=[O:25]. (2) Given the product [CH2:17]([C:24]1[NH:25][C:26]([C:29]([NH:2][C@H:3]2[CH2:9][O:8][C:7]3[CH:10]=[CH:11][CH:12]=[CH:13][C:6]=3[N:5]([CH3:14])[C:4]2=[O:15])=[O:30])=[N:27][N:28]=1)[C:18]1[CH:19]=[CH:20][CH:21]=[CH:22][CH:23]=1, predict the reactants needed to synthesize it. The reactants are: Cl.[NH2:2][C@H:3]1[CH2:9][O:8][C:7]2[CH:10]=[CH:11][CH:12]=[CH:13][C:6]=2[N:5]([CH3:14])[C:4]1=[O:15].Cl.[CH2:17]([C:24]1[NH:25][C:26]([C:29](O)=[O:30])=[N:27][N:28]=1)[C:18]1[CH:23]=[CH:22][CH:21]=[CH:20][CH:19]=1.CCN(C(C)C)C(C)C.C(P1(=O)OP(=O)(CCC)OP(=O)(CCC)O1)CC.